The task is: Binary Classification. Given a drug SMILES string, predict its activity (active/inactive) in a high-throughput screening assay against a specified biological target.. This data is from Cav3 T-type calcium channel HTS with 100,875 compounds. (1) The drug is o\1[nH]c(cc1=C1/C=CC(=O)C=C1)C(=O)Nc1c(cccc1)C(OC)=O. The result is 0 (inactive). (2) The compound is S(c1n(c(nn1)CNC(=O)COc1ccc(C(C)C)cc1)CC)CC(=O)Nc1ccc(F)cc1. The result is 0 (inactive).